Dataset: Forward reaction prediction with 1.9M reactions from USPTO patents (1976-2016). Task: Predict the product of the given reaction. (1) Given the reactants [CH3:1][N:2]1[CH2:7][CH2:6][NH:5][CH2:4][CH2:3]1.C(=O)([O-])[O-].[Cs+].[Cs+].[CH2:14]([O:21][C:22]1[CH:49]=[CH:48][C:47](Br)=[CH:46][C:23]=1[C:24]([NH:26][C:27]1[CH:39]=[C:38]([C:40]2[CH:45]=[CH:44][CH:43]=[CH:42][CH:41]=2)[CH:37]=[CH:36][C:28]=1[C:29]([O:31][C:32]([CH3:35])([CH3:34])[CH3:33])=[O:30])=[O:25])[C:15]1[CH:20]=[CH:19][CH:18]=[CH:17][CH:16]=1, predict the reaction product. The product is: [CH2:14]([O:21][C:22]1[CH:49]=[CH:48][C:47]([N:5]2[CH2:6][CH2:7][N:2]([CH3:1])[CH2:3][CH2:4]2)=[CH:46][C:23]=1[C:24]([NH:26][C:27]1[CH:39]=[C:38]([C:40]2[CH:45]=[CH:44][CH:43]=[CH:42][CH:41]=2)[CH:37]=[CH:36][C:28]=1[C:29]([O:31][C:32]([CH3:35])([CH3:34])[CH3:33])=[O:30])=[O:25])[C:15]1[CH:20]=[CH:19][CH:18]=[CH:17][CH:16]=1. (2) Given the reactants [Br:1][C:2]1[CH:3]=[CH:4][C:5]([OH:22])=[C:6]([CH:21]=1)[C:7]([NH:9][C:10]1[CH:15]=[CH:14][C:13]([C:16]([F:19])([F:18])[F:17])=[CH:12][C:11]=1[Cl:20])=[O:8].[N:23]1([C:29](Cl)=[O:30])[CH2:28][CH2:27][O:26][CH2:25][CH2:24]1, predict the reaction product. The product is: [Br:1][C:2]1[CH:3]=[CH:4][C:5]([O:22][C:29]([N:23]2[CH2:28][CH2:27][O:26][CH2:25][CH2:24]2)=[O:30])=[C:6]([CH:21]=1)[C:7]([NH:9][C:10]1[CH:15]=[CH:14][C:13]([C:16]([F:17])([F:19])[F:18])=[CH:12][C:11]=1[Cl:20])=[O:8]. (3) Given the reactants [CH:1]1[C:6]([OH:7])=[CH:5][CH:4]=[C:3]([S:8]([C:11]2[CH:16]=[CH:15][C:14]([OH:17])=[CH:13][CH:12]=2)(=[O:10])=[O:9])[CH:2]=1.C(#N)C.C(=O)([O-])[O-].[K+].[K+].[CH2:27]([N:29]([CH2:34][CH3:35])[C:30](=[O:33])[CH2:31]Cl)[CH3:28], predict the reaction product. The product is: [CH2:27]([N:29]([CH2:34][CH3:35])[C:30](=[O:33])[CH2:31][O:17][C:14]1[CH:15]=[CH:16][C:11]([S:8]([C:3]2[CH:2]=[CH:1][C:6]([OH:7])=[CH:5][CH:4]=2)(=[O:10])=[O:9])=[CH:12][CH:13]=1)[CH3:28]. (4) Given the reactants [Br:1][C:2]1[CH:7]=[CH:6][C:5]([C:8](=[O:24])[CH2:9][C:10]([C:16]2[CH:21]=[C:20]([Cl:22])[CH:19]=[C:18]([Cl:23])[CH:17]=2)(O)[C:11]([F:14])([F:13])[F:12])=[CH:4][C:3]=1[CH3:25].S(Cl)(Cl)=O.N1C=CC=CC=1.Cl, predict the reaction product. The product is: [Br:1][C:2]1[CH:7]=[CH:6][C:5]([C:8](=[O:24])[CH:9]=[C:10]([C:16]2[CH:17]=[C:18]([Cl:23])[CH:19]=[C:20]([Cl:22])[CH:21]=2)[C:11]([F:13])([F:14])[F:12])=[CH:4][C:3]=1[CH3:25]. (5) Given the reactants [C:1]([O:5][C:6](=[O:22])[NH:7][C:8]1[C:9]([CH2:20][CH3:21])=[N:10][O:11][C:12]=1[C:13]1[CH:18]=[CH:17][C:16](Br)=[CH:15][CH:14]=1)([CH3:4])([CH3:3])[CH3:2].[CH2:23]([O:25][C:26]([C:28]1([C:31]2[CH:36]=[CH:35][C:34](B3OC(C)(C)C(C)(C)O3)=[CH:33][CH:32]=2)[CH2:30][CH2:29]1)=[O:27])[CH3:24], predict the reaction product. The product is: [CH2:23]([O:25][C:26]([C:28]1([C:31]2[CH:36]=[CH:35][C:34]([C:16]3[CH:17]=[CH:18][C:13]([C:12]4[O:11][N:10]=[C:9]([CH2:20][CH3:21])[C:8]=4[NH:7][C:6]([O:5][C:1]([CH3:4])([CH3:3])[CH3:2])=[O:22])=[CH:14][CH:15]=3)=[CH:33][CH:32]=2)[CH2:29][CH2:30]1)=[O:27])[CH3:24]. (6) Given the reactants [CH3:1][NH:2][C:3]1[N:8]2[N:9]=[C:10]([C:12]([F:15])([F:14])[F:13])[CH:11]=[C:7]2[C:6]([CH:16]=[O:17])=[CH:5][CH:4]=1.[C:29]([O:28][C:26](O[C:26]([O:28][C:29]([CH3:32])([CH3:31])[CH3:30])=[O:27])=[O:27])([CH3:32])([CH3:31])[CH3:30], predict the reaction product. The product is: [C:29]([O:28][C:26]([N:2]([CH3:1])[C:3]1[N:8]2[N:9]=[C:10]([C:12]([F:15])([F:14])[F:13])[CH:11]=[C:7]2[C:6]([CH:16]=[O:17])=[CH:5][CH:4]=1)=[O:27])([CH3:30])([CH3:31])[CH3:32]. (7) Given the reactants [Br:1][C:2]1[CH:9]=[CH:8][C:7]([F:10])=[CH:6][C:3]=1[CH:4]=O.[C:11]([O:15][C:16]([N:18]1[CH2:23][CH2:22][NH:21][CH2:20][CH2:19]1)=[O:17])([CH3:14])([CH3:13])[CH3:12].C(O[BH-](OC(=O)C)OC(=O)C)(=O)C.[Na+], predict the reaction product. The product is: [C:11]([O:15][C:16]([N:18]1[CH2:23][CH2:22][N:21]([CH2:4][C:3]2[CH:6]=[C:7]([F:10])[CH:8]=[CH:9][C:2]=2[Br:1])[CH2:20][CH2:19]1)=[O:17])([CH3:14])([CH3:12])[CH3:13].